Task: Regression. Given a peptide amino acid sequence and an MHC pseudo amino acid sequence, predict their binding affinity value. This is MHC class II binding data.. Dataset: Peptide-MHC class II binding affinity with 134,281 pairs from IEDB (1) The peptide sequence is SAEVEEHRTIRVLEMV. The MHC is DRB3_0101 with pseudo-sequence DRB3_0101. The binding affinity (normalized) is 0. (2) The peptide sequence is VIPEGWKADTSYESK. The MHC is DRB1_0405 with pseudo-sequence DRB1_0405. The binding affinity (normalized) is 0.383. (3) The peptide sequence is GWIISNIFGAIPVLG. The MHC is DRB1_1201 with pseudo-sequence DRB1_1201. The binding affinity (normalized) is 0.916. (4) The MHC is HLA-DPA10301-DPB10402 with pseudo-sequence HLA-DPA10301-DPB10402. The binding affinity (normalized) is 0.298. The peptide sequence is ARTDLLAFTAFPKQI. (5) The peptide sequence is TLEQDKCVTVMAPDK. The MHC is HLA-DQA10102-DQB10501 with pseudo-sequence HLA-DQA10102-DQB10501. The binding affinity (normalized) is 0.249. (6) The peptide sequence is KNPVVDGNPTVDIEE. The MHC is HLA-DQA10201-DQB10402 with pseudo-sequence HLA-DQA10201-DQB10402. The binding affinity (normalized) is 0. (7) The peptide sequence is PSPIGYLGLLSQRTR. The MHC is H-2-IAb with pseudo-sequence H-2-IAb. The binding affinity (normalized) is 0.372. (8) The peptide sequence is QELLDIANYLMEQIQ. The MHC is DRB1_1501 with pseudo-sequence DRB1_1501. The binding affinity (normalized) is 0.657.